From a dataset of Reaction yield outcomes from USPTO patents with 853,638 reactions. Predict the reaction yield, written as a fraction of the theoretical maximum amount of product (1.0 means a 100% yield; for example, 0.34 means a 34% yield). (1) The reactants are [NH2:1][CH2:2][CH2:3][C:4]1[CH:9]=[CH:8][C:7]([C:10]2[CH:15]=[CH:14][C:13]([CH:16]([CH3:25])[CH2:17][NH:18][S:19]([CH:22]([CH3:24])[CH3:23])(=[O:21])=[O:20])=[CH:12][CH:11]=2)=[CH:6][CH:5]=1.C(N(CC)CC)C.[CH3:33][S:34](Cl)(=[O:36])=[O:35].C(OCC)(=O)C.CCCCCC. The yield is 0.940. The catalyst is ClCCl. The product is [CH3:33][S:34]([NH:1][CH2:2][CH2:3][C:4]1[CH:5]=[CH:6][C:7]([C:10]2[CH:15]=[CH:14][C:13]([CH:16]([CH3:25])[CH2:17][NH:18][S:19]([CH:22]([CH3:24])[CH3:23])(=[O:21])=[O:20])=[CH:12][CH:11]=2)=[CH:8][CH:9]=1)(=[O:36])=[O:35]. (2) The reactants are [CH3:1][O:2][C:3]1[CH:12]=[C:11]2[C:6]([C:7]([O:13][CH2:14][C:15]3[N:19]4[CH:20]=[C:21](C#N)[CH:22]=[CH:23][C:18]4=[N:17][N:16]=3)=[CH:8][CH:9]=[N:10]2)=[CH:5][CH:4]=1.[C:26](=[O:29])([O-])[O-:27].[Na+].[Na+]. The catalyst is S(=O)(=O)(O)O.O. The product is [CH3:1][O:2][C:3]1[CH:12]=[C:11]2[C:6]([C:7]([O:13][CH2:14][C:15]3[N:19]4[CH:20]=[C:21]([C:26]([OH:27])=[O:29])[CH:22]=[CH:23][C:18]4=[N:17][N:16]=3)=[CH:8][CH:9]=[N:10]2)=[CH:5][CH:4]=1. The yield is 0.890. (3) The yield is 0.730. The catalyst is O1CCOCC1. The reactants are C(OC([N:8]1[CH2:12][CH2:11][CH:10]([O:13][C:14]([C:16]2[CH:33]=[C:32]3[C:19]([S:20](=[O:36])(=[O:35])[NH:21][C:22]4[C:31]3=[CH:30][C:29]([Cl:34])=[C:28]3[C:23]=4[N:24]=[CH:25][CH:26]=[CH:27]3)=[CH:18][CH:17]=2)=[O:15])[CH2:9]1)=O)(C)(C)C.Cl. The product is [NH:8]1[CH2:12][CH2:11][CH:10]([O:13][C:14]([C:16]2[CH:33]=[C:32]3[C:19]([S:20](=[O:35])(=[O:36])[NH:21][C:22]4[C:31]3=[CH:30][C:29]([Cl:34])=[C:28]3[C:23]=4[N:24]=[CH:25][CH:26]=[CH:27]3)=[CH:18][CH:17]=2)=[O:15])[CH2:9]1. (4) The reactants are Cl[C:2]1[N:3]=[N:4][CH:5]=[C:6]([C:8]([N:10]2[CH2:15][CH2:14][CH2:13][CH:12]([C:16]3[CH:21]=[CH:20][CH:19]=[CH:18][C:17]=3[O:22][CH3:23])[CH2:11]2)=[O:9])[CH:7]=1.[CH3:24][NH2:25]. The yield is 0.470. The product is [CH3:23][O:22][C:17]1[CH:18]=[CH:19][CH:20]=[CH:21][C:16]=1[CH:12]1[CH2:13][CH2:14][CH2:15][N:10]([C:8]([C:6]2[CH:7]=[C:2]([NH:25][CH3:24])[N:3]=[N:4][CH:5]=2)=[O:9])[CH2:11]1. The catalyst is C(O)CCC.CN1C(=O)CCC1. (5) The reactants are [F:1][C:2]1[C:7]([N+:8]([O-])=O)=[CH:6][CH:5]=[C:4]([F:11])[C:3]=1[C:12]([C:14]1[C:22]2[C:17](=[N:18][CH:19]=[C:20]([I:23])[CH:21]=2)[NH:16][CH:15]=1)=[O:13].O.O.[Sn](Cl)Cl. The catalyst is C(OCC)(=O)C.C1COCC1. The product is [NH2:8][C:7]1[C:2]([F:1])=[C:3]([C:12]([C:14]2[C:22]3[C:17](=[N:18][CH:19]=[C:20]([I:23])[CH:21]=3)[NH:16][CH:15]=2)=[O:13])[C:4]([F:11])=[CH:5][CH:6]=1. The yield is 0.820. (6) The reactants are Cl.[CH3:2][C:3]1[CH:8]=[C:7]([C:9](=[O:38])[CH2:10][C@H:11]([C:19]2[CH:24]=[CH:23][C:22]([C:25]3[CH2:30][CH2:29][N:28](C(OC(C)(C)C)=O)[CH2:27][CH:26]=3)=[CH:21][CH:20]=2)[C:12]2[CH:17]=[CH:16][CH:15]=[CH:14][C:13]=2[CH3:18])[CH:6]=[CH:5][N:4]=1.C(N(CC)C(C)C)(C)C.[CH3:48][S:49](Cl)(=[O:51])=[O:50].[O:53]1[CH2:58][CH2:57]OCC1. No catalyst specified. The product is [CH3:2][C:3]1[CH:8]=[C:7]([C:9](=[O:38])[CH2:10][C@H:11]([C:19]2[CH:24]=[CH:23][C:22]([C:25]3[CH2:26][CH2:27][NH:28][C:58](=[O:53])[CH:57]=3)=[CH:21][CH:20]=2)[C:12]2[CH:17]=[CH:16][CH:15]=[CH:14][C:13]=2[CH3:18])[CH:6]=[CH:5][N:4]=1.[CH3:48][S:49]([N:28]1[CH2:27][CH:26]=[C:25]([C:22]2[CH:23]=[CH:24][C:19]([C@H:11]([C:12]3[CH:17]=[CH:16][CH:15]=[CH:14][C:13]=3[CH3:18])[CH2:10][C:9]([C:7]3[CH:6]=[CH:5][N:4]=[C:3]([CH3:2])[CH:8]=3)=[O:38])=[CH:20][CH:21]=2)[CH2:30][CH2:29]1)(=[O:51])=[O:50]. The yield is 0.160.